Dataset: Reaction yield outcomes from USPTO patents with 853,638 reactions. Task: Predict the reaction yield, written as a fraction of the theoretical maximum amount of product (1.0 means a 100% yield; for example, 0.34 means a 34% yield). (1) The reactants are [N+:1]([C:4]1[CH:5]=[CH:6][C:7]2[NH:12][CH2:11][CH2:10][O:9][C:8]=2[CH:13]=1)([O-:3])=[O:2].[Cl:14][CH2:15][C:16](Cl)=[O:17].C([O-])(O)=O.[Na+]. The catalyst is C1(C)C=CC=CC=1. The product is [Cl:14][CH2:15][C:16]([N:12]1[CH2:11][CH2:10][O:9][C:8]2[CH:13]=[C:4]([N+:1]([O-:3])=[O:2])[CH:5]=[CH:6][C:7]1=2)=[O:17]. The yield is 0.880. (2) The reactants are Br[CH2:2][C:3]1[CH:8]=[CH:7][C:6]([CH2:9][C:10]([O:12][CH2:13][C:14]2[CH:19]=[CH:18][CH:17]=[CH:16][CH:15]=2)=[O:11])=[CH:5][CH:4]=1.C(N(CC)CC)C.CS(C)=[O:29]. The catalyst is F[B-](F)(F)F.[Ag+]. The product is [CH:2]([C:3]1[CH:8]=[CH:7][C:6]([CH2:9][C:10]([O:12][CH2:13][C:14]2[CH:19]=[CH:18][CH:17]=[CH:16][CH:15]=2)=[O:11])=[CH:5][CH:4]=1)=[O:29]. The yield is 0.820. (3) The reactants are FC(F)(F)S(O[C:7]1[CH:12]=[CH:11][C:10]([N+:13]([O-:15])=[O:14])=[CH:9][C:8]=1[NH:16][C:17](=[O:21])[CH2:18][CH2:19][CH3:20])(=O)=O.C(N(CC)CC)C.[C:31]1([C:37]#[CH:38])[CH:36]=[CH:35][CH:34]=[CH:33][CH:32]=1.[Cl-].[NH4+]. The catalyst is C(#N)C.[I-].C([N+](CCCC)(CCCC)CCCC)CCC.C1C=CC([P]([Pd]([P](C2C=CC=CC=2)(C2C=CC=CC=2)C2C=CC=CC=2)([P](C2C=CC=CC=2)(C2C=CC=CC=2)C2C=CC=CC=2)[P](C2C=CC=CC=2)(C2C=CC=CC=2)C2C=CC=CC=2)(C2C=CC=CC=2)C2C=CC=CC=2)=CC=1.[Cu](I)I. The product is [N+:13]([C:10]1[CH:11]=[CH:12][C:7]([C:38]#[C:37][C:31]2[CH:36]=[CH:35][CH:34]=[CH:33][CH:32]=2)=[C:8]([NH:16][C:17](=[O:21])[CH2:18][CH2:19][CH3:20])[CH:9]=1)([O-:15])=[O:14]. The yield is 0.780. (4) The reactants are Br[C:2]1[CH:3]=[C:4]2[C:10]([C:11]3[CH:12]=[N:13][N:14]([CH2:16][C:17]4[CH:22]=[C:21]([F:23])[CH:20]=[CH:19][C:18]=4[F:24])[CH:15]=3)=[CH:9][N:8]([S:25]([C:28]3[CH:34]=[CH:33][C:31]([CH3:32])=[CH:30][CH:29]=3)(=[O:27])=[O:26])[C:5]2=[N:6][CH:7]=1.[CH3:35][O:36][C:37]1[CH:42]=[CH:41][C:40](B2OC(C)(C)C(C)(C)O2)=[CH:39][C:38]=1[NH:52][S:53]([CH3:56])(=[O:55])=[O:54].C(=O)([O-])[O-].[Na+].[Na+]. The catalyst is COCCOC.O.Cl[Pd](Cl)([P](C1C=CC=CC=1)(C1C=CC=CC=1)C1C=CC=CC=1)[P](C1C=CC=CC=1)(C1C=CC=CC=1)C1C=CC=CC=1. The product is [F:24][C:18]1[CH:19]=[CH:20][C:21]([F:23])=[CH:22][C:17]=1[CH2:16][N:14]1[CH:15]=[C:11]([C:10]2[C:4]3[C:5](=[N:6][CH:7]=[C:2]([C:40]4[CH:41]=[CH:42][C:37]([O:36][CH3:35])=[C:38]([NH:52][S:53]([CH3:56])(=[O:54])=[O:55])[CH:39]=4)[CH:3]=3)[N:8]([S:25]([C:28]3[CH:34]=[CH:33][C:31]([CH3:32])=[CH:30][CH:29]=3)(=[O:26])=[O:27])[CH:9]=2)[CH:12]=[N:13]1. The yield is 0.495. (5) The reactants are O.O.[Sn](Cl)Cl.[CH2:6]([O:8][C:9]([C:11]1[N:12]([CH3:35])[C:13]([CH2:33][CH3:34])=[C:14]([C:31]#[N:32])[C:15]=1[C:16]1[CH:21]=[CH:20][C:19]([C:22]2[C:27]([N+:28]([O-])=O)=[CH:26][CH:25]=[CH:24][N:23]=2)=[CH:18][CH:17]=1)=[O:10])[CH3:7]. The catalyst is C(O)C. The product is [CH2:6]([O:8][C:9]([C:11]1[N:12]([CH3:35])[C:13]([CH2:33][CH3:34])=[C:14]([C:31]#[N:32])[C:15]=1[C:16]1[CH:17]=[CH:18][C:19]([C:22]2[C:27]([NH2:28])=[CH:26][CH:25]=[CH:24][N:23]=2)=[CH:20][CH:21]=1)=[O:10])[CH3:7]. The yield is 0.600. (6) The yield is 0.300. The product is [Cl:44][C:41]1[CH:42]=[CH:43][C:38]([C:35]([OH:34])([CH2:37][OH:36])[CH2:21][N:17]2[CH:18]=[CH:19][C:14]([C:12]3[CH:11]=[CH:10][N:9]=[C:8]([NH:7][CH:4]4[CH2:5][CH2:6][O:1][CH2:2][CH2:3]4)[N:13]=3)=[CH:15][C:16]2=[O:20])=[CH:39][C:40]=1[F:45]. The reactants are [O:1]1[CH2:6][CH2:5][CH:4]([NH:7][C:8]2[N:13]=[C:12]([C:14]3[CH:19]=[CH:18][NH:17][C:16](=[O:20])[CH:15]=3)[CH:11]=[CH:10][N:9]=2)[CH2:3][CH2:2]1.[C:21]([O-])([O-])=O.[K+].[K+].C([Si]([O:34][C:35]1([C:38]2[CH:43]=[CH:42][C:41]([Cl:44])=[C:40]([F:45])[CH:39]=2)[CH2:37][O:36]1)(C)C)(C)(C)C. The catalyst is CN(C=O)C.O.